From a dataset of Reaction yield outcomes from USPTO patents with 853,638 reactions. Predict the reaction yield, written as a fraction of the theoretical maximum amount of product (1.0 means a 100% yield; for example, 0.34 means a 34% yield). (1) The reactants are [NH:1]1[CH:8]=[CH:7][C:5](=[O:6])[NH:4][C:2]1=[O:3].C(O[C@@H:18]1[O:40][C@H:39]([CH2:41][O:42][C:43](=[O:50])[C:44]2[CH:49]=[CH:48][CH:47]=[CH:46][CH:45]=2)[C@@H:29]([O:30][C:31](=[O:38])[C:32]2[CH:37]=[CH:36][CH:35]=[CH:34][CH:33]=2)[C@@:19]1([CH3:51])[O:20][C:21](=[O:28])[C:22]1[CH:27]=[CH:26][CH:25]=[CH:24][CH:23]=1)(=O)C1C=CC=CC=1.C([O-])(O)=O.[Na+]. The catalyst is C(#N)C.CCOC(C)=O. The product is [C:21]([O:20][C@:19]1([CH3:51])[C@H:29]([O:30][C:31](=[O:38])[C:32]2[CH:37]=[CH:36][CH:35]=[CH:34][CH:33]=2)[C@@H:39]([CH2:41][O:42][C:43](=[O:50])[C:44]2[CH:45]=[CH:46][CH:47]=[CH:48][CH:49]=2)[O:40][C@H:18]1[N:1]1[CH:8]=[CH:7][C:5](=[O:6])[NH:4][C:2]1=[O:3])(=[O:28])[C:22]1[CH:27]=[CH:26][CH:25]=[CH:24][CH:23]=1. The yield is 0.800. (2) The reactants are [Cl:1][S:2]([OH:5])(=O)=[O:3].[Cl:6][C:7]1[CH:26]=[C:25]([Cl:27])[CH:24]=[CH:23][C:8]=1[O:9][CH2:10][CH2:11][CH:12]1[CH2:21][C:20]2[C:15](=[CH:16][CH:17]=[CH:18][CH:19]=2)[NH:14][C:13]1=[O:22]. No catalyst specified. The product is [Cl:6][C:7]1[CH:26]=[C:25]([Cl:27])[CH:24]=[CH:23][C:8]=1[O:9][CH2:10][CH2:11][CH:12]1[CH2:21][C:20]2[C:15](=[CH:16][CH:17]=[C:18]([S:2]([Cl:1])(=[O:5])=[O:3])[CH:19]=2)[NH:14][C:13]1=[O:22]. The yield is 0.470. (3) The reactants are COC1C=CC(C[N:8]([C:16]2[S:17][C:18]([C:22]3[CH:23]=[C:24]4[C:29](=[CH:30][CH:31]=3)[CH:28]=[N:27][CH:26]=[CH:25]4)=[C:19]([Cl:21])[N:20]=2)C(=O)OC(C)(C)C)=CC=1. The catalyst is CC(O)=O. The product is [Cl:21][C:19]1[N:20]=[C:16]([NH2:8])[S:17][C:18]=1[C:22]1[CH:23]=[C:24]2[C:29](=[CH:30][CH:31]=1)[CH:28]=[N:27][CH:26]=[CH:25]2. The yield is 0.810. (4) The reactants are [C:1]([O:5][C:6]([N:8]1[CH2:13][CH2:12][N:11]([C:14]2[CH:22]=[CH:21][CH:20]=[C:19]3[C:15]=2[C:16](I)=[N:17][NH:18]3)[CH2:10][CH2:9]1)=[O:7])([CH3:4])([CH3:3])[CH3:2].C(=O)([O-])[O-].[K+].[K+].C(O)CO.[C:34]1([SH:44])[C:43]2[C:38](=[CH:39][CH:40]=[CH:41][CH:42]=2)[CH:37]=[CH:36][CH:35]=1. The catalyst is C(OCC)(=O)C.[Cu]I.CC(O)C. The product is [C:1]([O:5][C:6]([N:8]1[CH2:13][CH2:12][N:11]([C:14]2[CH:22]=[CH:21][CH:20]=[C:19]3[C:15]=2[C:16]([S:44][C:34]2[C:43]4[C:38](=[CH:39][CH:40]=[CH:41][CH:42]=4)[CH:37]=[CH:36][CH:35]=2)=[N:17][NH:18]3)[CH2:10][CH2:9]1)=[O:7])([CH3:4])([CH3:3])[CH3:2]. The yield is 0.450. (5) The reactants are [NH2:1][C:2]1[C:7]([F:8])=[CH:6][N:5]=[C:4]([OH:9])[N:3]=1.Cl[C:11]([O:13][C:14]1[CH:19]=[CH:18][CH:17]=[CH:16][CH:15]=1)=[O:12]. The catalyst is CC#N. The product is [NH2:1][C:2]1[C:7]([F:8])=[CH:6][N:5]([C:11]([O:13][C:14]2[CH:19]=[CH:18][CH:17]=[CH:16][CH:15]=2)=[O:12])[C:4](=[O:9])[N:3]=1. The yield is 0.470. (6) The reactants are [F:1][C:2]1[CH:7]=[C:6]([F:8])[CH:5]=[CH:4][C:3]=1[C:9]([OH:30])([CH2:24][N:25]1[CH:29]=[N:28][N:27]=[N:26]1)[C:10]([C:13]1[N:18]=[CH:17][C:16](/[CH:19]=[CH:20]/[CH:21]([OH:23])[CH3:22])=[CH:15][CH:14]=1)([F:12])[F:11]. The catalyst is CO.[Pd]. The product is [F:1][C:2]1[CH:7]=[C:6]([F:8])[CH:5]=[CH:4][C:3]=1[C:9]([OH:30])([CH2:24][N:25]1[CH:29]=[N:28][N:27]=[N:26]1)[C:10]([C:13]1[N:18]=[CH:17][C:16]([CH2:19][CH2:20][CH:21]([OH:23])[CH3:22])=[CH:15][CH:14]=1)([F:12])[F:11]. The yield is 0.510.